Task: Predict the reactants needed to synthesize the given product.. Dataset: Full USPTO retrosynthesis dataset with 1.9M reactions from patents (1976-2016) (1) The reactants are: C([O:8][C:9]1[CH:14]=[CH:13][C:12]([C:15]2[N:19]([CH3:20])[C:18]3[CH:21]=[C:22]([C:24]([O:26][CH2:27][CH3:28])=[O:25])[S:23][C:17]=3[C:16]=2[CH:29]2[CH2:34][CH2:33][CH2:32][CH2:31][CH2:30]2)=[CH:11][CH:10]=1)C1C=CC=CC=1.C(OCC)(=O)C. Given the product [CH:29]1([C:16]2[C:17]3[S:23][C:22]([C:24]([O:26][CH2:27][CH3:28])=[O:25])=[CH:21][C:18]=3[N:19]([CH3:20])[C:15]=2[C:12]2[CH:13]=[CH:14][C:9]([OH:8])=[CH:10][CH:11]=2)[CH2:30][CH2:31][CH2:32][CH2:33][CH2:34]1, predict the reactants needed to synthesize it. (2) Given the product [F:16][C:12]1([F:17])[CH2:11][C@H:10]2[CH2:15][C@@H:13]1[CH2:14][C@@H:9]2[OH:8], predict the reactants needed to synthesize it. The reactants are: C([O:8][C@H:9]1[CH2:14][C@H:13]2[CH2:15][C@@H:10]1[CH2:11][C:12]2([F:17])[F:16])C1C=CC=CC=1.[H][H]. (3) Given the product [Si:15]([O:14][C@@H:12]1[CH2:13][C@@H:9]2[O:8][C:1](=[O:7])[CH2:2][CH2:3][CH2:4][CH:5]=[CH:46][CH2:45][C@@H:10]2[C@H:11]1/[CH:22]=[CH:23]/[C@@H:24]([O:37][Si:38]([CH2:41][CH3:42])([CH2:39][CH3:40])[CH2:43][CH3:44])[CH2:25][O:26][C:27]1[CH:32]=[CH:31][CH:30]=[C:29]([C:33]([F:35])([F:36])[F:34])[CH:28]=1)([C:18]([CH3:19])([CH3:20])[CH3:21])([CH3:16])[CH3:17], predict the reactants needed to synthesize it. The reactants are: [C:1]([O:8][C@H:9]1[CH2:13][C@@H:12]([O:14][Si:15]([C:18]([CH3:21])([CH3:20])[CH3:19])([CH3:17])[CH3:16])[C@H:11](/[CH:22]=[CH:23]/[C@@H:24]([O:37][Si:38]([CH2:43][CH3:44])([CH2:41][CH3:42])[CH2:39][CH3:40])[CH2:25][O:26][C:27]2[CH:32]=[CH:31][CH:30]=[C:29]([C:33]([F:36])([F:35])[F:34])[CH:28]=2)[C@H:10]1[CH2:45][CH:46]=C)(=[O:7])[CH2:2][CH2:3][CH2:4][CH:5]=C. (4) Given the product [NH2:1][C:2]1[C:11]2[N:10]=[CH:9][C:8]([CH2:12][CH2:13][C:14]3[CH:34]=[CH:33][C:17]([O:18][CH2:19][CH2:20][CH2:21][CH2:22][CH2:23][CH2:24][P:25](=[O:26])([OH:29])[OH:32])=[CH:16][C:15]=3[CH3:35])=[CH:7][C:6]=2[C:5]2[CH:36]=[CH:37][C:38]([CH3:40])=[CH:39][C:4]=2[N:3]=1, predict the reactants needed to synthesize it. The reactants are: [NH2:1][C:2]1[C:11]2[N:10]=[CH:9][C:8]([CH2:12][CH2:13][C:14]3[CH:34]=[CH:33][C:17]([O:18][CH2:19][CH2:20][CH2:21][CH2:22][CH2:23][CH2:24][P:25](=[O:32])([O:29]CC)[O:26]CC)=[CH:16][C:15]=3[CH3:35])=[CH:7][C:6]=2[C:5]2[CH:36]=[CH:37][C:38]([CH3:40])=[CH:39][C:4]=2[N:3]=1.C(O)(C(F)(F)F)=O. (5) Given the product [OH:36][C:26]1[C:25]([NH:24][C:19]2[C:18](=[O:17])[C:21](=[O:22])[C:20]=2[NH:14][CH:7]([C:5]2[O:6][C:2]([CH3:1])=[CH:3][CH:4]=2)[CH:8]2[CH2:13][CH2:12][O:11][CH2:10][CH2:9]2)=[CH:35][CH:34]=[CH:33][C:27]=1[C:28]([N:30]([CH3:32])[CH3:31])=[O:29], predict the reactants needed to synthesize it. The reactants are: [CH3:1][C:2]1[O:6][C:5]([CH:7]([NH2:14])[CH:8]2[CH2:13][CH2:12][O:11][CH2:10][CH2:9]2)=[CH:4][CH:3]=1.C([O:17][C:18]1[C:21](=[O:22])[C:20](=O)[C:19]=1[NH:24][C:25]1[C:26]([OH:36])=[C:27]([CH:33]=[CH:34][CH:35]=1)[C:28]([N:30]([CH3:32])[CH3:31])=[O:29])C.